Predict the reaction yield, written as a fraction of the theoretical maximum amount of product (1.0 means a 100% yield; for example, 0.34 means a 34% yield). From a dataset of Reaction yield outcomes from USPTO patents with 853,638 reactions. (1) The reactants are C(OC([N:8]1[CH2:11][C:10]([CH3:34])([C@@H:12]([C:14]2[CH:15]=[C:16]3[C:25](=[CH:26][C:27]=2[C:28]([F:31])([F:30])[F:29])[O:24][CH2:23][C:22]2[N:17]3[C@H:18]([CH3:33])[C:19](=[O:32])[NH:20][N:21]=2)[CH3:13])[CH2:9]1)=O)(C)(C)C.[C:35]([OH:41])([C:37]([F:40])([F:39])[F:38])=[O:36]. The catalyst is C(Cl)Cl. The product is [F:38][C:37]([F:40])([F:39])[C:35]([OH:41])=[O:36].[CH3:33][C@H:18]1[N:17]2[C:22]([CH2:23][O:24][C:25]3[C:16]2=[CH:15][C:14]([C@H:12]([C:10]2([CH3:34])[CH2:9][NH:8][CH2:11]2)[CH3:13])=[C:27]([C:28]([F:29])([F:31])[F:30])[CH:26]=3)=[N:21][NH:20][C:19]1=[O:32]. The yield is 0.940. (2) The reactants are Br[C:2]1[CH:3]=[C:4]([N:8]2[C:16]3[CH2:15][CH2:14][CH2:13][CH:12]([N:17]4[CH:21]=[CH:20][CH:19]=[N:18]4)[C:11]=3[C:10]([C:22]([O:24][CH2:25][CH3:26])=[O:23])=[N:9]2)[CH:5]=[CH:6][CH:7]=1.[C:27]([C@:29]1([OH:36])[CH2:33][CH2:32][N:31]([CH3:34])[C:30]1=[O:35])#[CH:28]. No catalyst specified. The product is [OH:36][C@@:29]1([C:27]#[C:28][C:2]2[CH:3]=[C:4]([N:8]3[C:16]4[CH2:15][CH2:14][CH2:13][CH:12]([N:17]5[CH:21]=[CH:20][CH:19]=[N:18]5)[C:11]=4[C:10]([C:22]([O:24][CH2:25][CH3:26])=[O:23])=[N:9]3)[CH:5]=[CH:6][CH:7]=2)[CH2:33][CH2:32][N:31]([CH3:34])[C:30]1=[O:35]. The yield is 0.920. (3) The reactants are Cl[C:2]1[C:7]([CH:8]=[O:9])=[C:6]([N:10]2[CH2:22][CH2:21][C:20]3[N:19]4[C:14]([CH2:15][CH2:16][CH2:17][CH2:18]4)=[CH:13][C:12]=3[C:11]2=[O:23])[N:5]=[CH:4][CH:3]=1.[CH3:24][N:25]1[CH:30]=[C:29](B2OC(C)(C)C(C)(C)O2)[CH:28]=[C:27]([NH:40][C:41]2[CH:46]=[CH:45][C:44]([N:47]3[CH2:52][CH2:51][N:50]([CH:53]4[CH2:56][O:55][CH2:54]4)[CH2:49][C@@H:48]3[CH3:57])=[CH:43][N:42]=2)[C:26]1=[O:58].[O-]P([O-])([O-])=O.[K+].[K+].[K+].C([O-])(=O)C.[Na+]. The catalyst is C1C=CC(P(C2C=CC=CC=2)[C-]2C=CC=C2)=CC=1.C1C=CC(P(C2C=CC=CC=2)[C-]2C=CC=C2)=CC=1.Cl[Pd]Cl.[Fe+2].O.C(#N)C. The product is [CH3:24][N:25]1[C:26](=[O:58])[C:27]([NH:40][C:41]2[CH:46]=[CH:45][C:44]([N:47]3[CH2:52][CH2:51][N:50]([CH:53]4[CH2:54][O:55][CH2:56]4)[CH2:49][C@@H:48]3[CH3:57])=[CH:43][N:42]=2)=[CH:28][C:29]([C:2]2[C:7]([CH:8]=[O:9])=[C:6]([N:10]3[CH2:22][CH2:21][C:20]4[N:19]5[C:14]([CH2:15][CH2:16][CH2:17][CH2:18]5)=[CH:13][C:12]=4[C:11]3=[O:23])[N:5]=[CH:4][CH:3]=2)=[CH:30]1. The yield is 0.500. (4) The reactants are [NH2:1][C@@H:2]1[C:10]2[C:5](=[CH:6][CH:7]=[CH:8][CH:9]=2)[CH2:4][C@@H:3]1[OH:11].C(N(CC)CC)C.[C:19](O[C:19]([O:21][C:22]([CH3:25])([CH3:24])[CH3:23])=[O:20])([O:21][C:22]([CH3:25])([CH3:24])[CH3:23])=[O:20]. The catalyst is C(Cl)Cl. The product is [OH:11][C@H:3]1[CH2:4][C:5]2[C:10](=[CH:9][CH:8]=[CH:7][CH:6]=2)[C@H:2]1[NH:1][C:19](=[O:20])[O:21][C:22]([CH3:25])([CH3:24])[CH3:23]. The yield is 0.960. (5) The reactants are [H-].[Na+].[Br:3][C:4]1[S:5][C:6]2[CH2:7][C:8]3[C:14]([C:15]4[CH:20]=[CH:19][C:18]([O:21][CH3:22])=[CH:17][CH:16]=4)=[N:13][NH:12][C:9]=3[C:10]=2[CH:11]=1.[CH3:23][Si:24]([CH2:27][CH2:28][O:29][CH2:30]Cl)([CH3:26])[CH3:25]. The catalyst is C1COCC1. The product is [Br:3][C:4]1[S:5][C:6]2[CH2:7][C:8]3[C:14]([C:15]4[CH:20]=[CH:19][C:18]([O:21][CH3:22])=[CH:17][CH:16]=4)=[N:13][N:12]([CH2:30][O:29][CH2:28][CH2:27][Si:24]([CH3:26])([CH3:25])[CH3:23])[C:9]=3[C:10]=2[CH:11]=1. The yield is 0.750.